From a dataset of Full USPTO retrosynthesis dataset with 1.9M reactions from patents (1976-2016). Predict the reactants needed to synthesize the given product. Given the product [CH3:1][CH:2]1[NH:3][CH2:4][CH:5]([C:6]([O:8][CH3:9])=[O:7])[CH2:10][CH2:11]1, predict the reactants needed to synthesize it. The reactants are: [CH3:1][C:2]1[CH:11]=[CH:10][C:5]([C:6]([O:8][CH3:9])=[O:7])=[CH:4][N:3]=1.CO.